Dataset: Reaction yield outcomes from USPTO patents with 853,638 reactions. Task: Predict the reaction yield, written as a fraction of the theoretical maximum amount of product (1.0 means a 100% yield; for example, 0.34 means a 34% yield). (1) The reactants are Cl[C:2]1[CH:7]=[N:6][CH:5]=[C:4]([Cl:8])[N:3]=1.[N:9]1([C:15]([O:17][C:18]([CH3:21])([CH3:20])[CH3:19])=[O:16])[CH2:14][CH2:13][NH:12][CH2:11][CH2:10]1.C1(P(C2C=CC=CC=2)C2C3OC4C(=CC=CC=4P(C4C=CC=CC=4)C4C=CC=CC=4)C(C)(C)C=3C=CC=2)C=CC=CC=1.CC(C)([O-])C.[Na+]. The catalyst is O.C1(C)C=CC=CC=1. The product is [Cl:8][C:4]1[N:3]=[C:2]([N:12]2[CH2:11][CH2:10][N:9]([C:15]([O:17][C:18]([CH3:21])([CH3:20])[CH3:19])=[O:16])[CH2:14][CH2:13]2)[CH:7]=[N:6][CH:5]=1. The yield is 0.480. (2) The reactants are C([O:3][C:4](=[O:15])[CH2:5][CH:6]([C:8]1[CH:13]=[CH:12][CH:11]=[C:10]([F:14])[CH:9]=1)[CH3:7])C.[OH-].[Na+].C(OCC)C. The catalyst is C(O)C.O. The product is [F:14][C:10]1[CH:9]=[C:8]([CH:6]([CH3:7])[CH2:5][C:4]([OH:15])=[O:3])[CH:13]=[CH:12][CH:11]=1. The yield is 0.926. (3) The reactants are [CH3:1][C:2]1[C:9]([C:10]2[S:11][C:12]([C:21]([NH2:23])=O)=[C:13]([C:15]3[CH:20]=[CH:19][CH:18]=[CH:17][CH:16]=3)[N:14]=2)=[C:5]2[S:6][CH:7]=[CH:8][N:4]2[N:3]=1.COC1C=CC(P2(=S)SP(C3C=CC(OC)=CC=3)(=S)[S:33]2)=CC=1.CCOC(C)=O.Cl. The catalyst is COCCOC. The product is [CH3:1][C:2]1[C:9]([C:10]2[S:11][C:12]([C:21](=[S:33])[NH2:23])=[C:13]([C:15]3[CH:20]=[CH:19][CH:18]=[CH:17][CH:16]=3)[N:14]=2)=[C:5]2[S:6][CH:7]=[CH:8][N:4]2[N:3]=1. The yield is 0.480. (4) The reactants are Br[C:2]1[S:6][C:5]2[CH2:7][CH2:8][CH2:9][C:10](=[O:11])[C:4]=2[CH:3]=1.B(O)O.[CH3:15][O:16][C:17]1[CH:18]=[C:19](O)[CH:20]=[CH:21][CH:22]=1.C([O-])([O-])=O.[Na+].[Na+].CCO.O. The catalyst is C1C=CC([P]([Pd]([P](C2C=CC=CC=2)(C2C=CC=CC=2)C2C=CC=CC=2)([P](C2C=CC=CC=2)(C2C=CC=CC=2)C2C=CC=CC=2)[P](C2C=CC=CC=2)(C2C=CC=CC=2)C2C=CC=CC=2)(C2C=CC=CC=2)C2C=CC=CC=2)=CC=1.COCCOC. The product is [CH3:15][O:16][C:17]1[CH:22]=[C:21]([C:2]2[S:6][C:5]3[CH2:7][CH2:8][CH2:9][C:10](=[O:11])[C:4]=3[CH:3]=2)[CH:20]=[CH:19][CH:18]=1. The yield is 0.950. (5) The reactants are [C:1]([C:5]1[CH:9]=[C:8]([NH:10][C:11]([NH:13][C:14]2[CH:19]=[CH:18][CH:17]=[C:16]([Cl:20])[C:15]=2[Cl:21])=[O:12])[N:7]([C:22]2[CH:27]=[CH:26][CH:25]=[C:24]([CH2:28][CH2:29][NH:30]C(=O)C(F)(F)F)[CH:23]=2)[N:6]=1)([CH3:4])([CH3:3])[CH3:2].C([O-])([O-])=O.[K+].[K+]. The catalyst is CO.O. The product is [NH2:30][CH2:29][CH2:28][C:24]1[CH:23]=[C:22]([N:7]2[C:8]([NH:10][C:11]([NH:13][C:14]3[CH:19]=[CH:18][CH:17]=[C:16]([Cl:20])[C:15]=3[Cl:21])=[O:12])=[CH:9][C:5]([C:1]([CH3:4])([CH3:3])[CH3:2])=[N:6]2)[CH:27]=[CH:26][CH:25]=1. The yield is 0.970.